This data is from Forward reaction prediction with 1.9M reactions from USPTO patents (1976-2016). The task is: Predict the product of the given reaction. (1) Given the reactants C(=O)([O-])[O-].[K+].[K+].[F:7][C:8]1[CH:13]=[CH:12][C:11]([SH:14])=[CH:10][CH:9]=1.Cl[C:16]1[C:17]([C:23]([O:25][C:26]([CH3:29])([CH3:28])[CH3:27])=[O:24])=[N:18][C:19]([Cl:22])=[CH:20][CH:21]=1, predict the reaction product. The product is: [Cl:22][C:19]1[N:18]=[C:17]([C:23]([O:25][C:26]([CH3:29])([CH3:28])[CH3:27])=[O:24])[C:16]([S:14][C:11]2[CH:12]=[CH:13][C:8]([F:7])=[CH:9][CH:10]=2)=[CH:21][CH:20]=1.[F:7][C:8]1[CH:13]=[CH:12][C:11]([S:14][C:16]2[C:17]([C:23]([O:25][C:26]([CH3:29])([CH3:28])[CH3:27])=[O:24])=[N:18][C:19]([S:14][C:11]3[CH:12]=[CH:13][C:8]([F:7])=[CH:9][CH:10]=3)=[CH:20][CH:21]=2)=[CH:10][CH:9]=1. (2) Given the reactants [F:1][C:2]1[CH:3]=[C:4](/[CH:9]=[CH:10]/[CH2:11][OH:12])[CH:5]=[C:6]([F:8])[CH:7]=1, predict the reaction product. The product is: [F:1][C:2]1[CH:3]=[C:4](/[CH:9]=[CH:10]/[CH:11]=[O:12])[CH:5]=[C:6]([F:8])[CH:7]=1. (3) The product is: [C:1]([NH:11][C@H:12]([C:16]([O:18][C:19]1[CH:24]=[CH:23][CH:22]=[CH:21][C:20]=1[CH2:25][C:26]([O:28][CH2:29][I:32])=[O:27])=[O:17])[CH:13]([CH3:15])[CH3:14])([O:3][CH2:4][C:5]1[CH:10]=[CH:9][CH:8]=[CH:7][CH:6]=1)=[O:2]. Given the reactants [C:1]([NH:11][C@H:12]([C:16]([O:18][C:19]1[CH:24]=[CH:23][CH:22]=[CH:21][C:20]=1[CH2:25][C:26]([O:28][CH2:29]Cl)=[O:27])=[O:17])[CH:13]([CH3:15])[CH3:14])([O:3][CH2:4][C:5]1[CH:10]=[CH:9][CH:8]=[CH:7][CH:6]=1)=[O:2].[Na+].[I-:32], predict the reaction product. (4) Given the reactants [CH2:1]([C:3]1[NH:4][C:5](=[O:16])[C:6]2[N:11]([CH3:12])[N:10]=[C:9]([CH2:13][CH2:14][CH3:15])[C:7]=2[N:8]=1)[CH3:2].[CH2:17]([O:19][C:20](=[O:39])[C:21]([O:24][C:25]1[CH:30]=[CH:29][C:28]([CH2:31][CH2:32][CH2:33]OS(C)(=O)=O)=[CH:27][CH:26]=1)([CH3:23])[CH3:22])[CH3:18], predict the reaction product. The product is: [CH2:17]([O:19][C:20](=[O:39])[C:21]([O:24][C:25]1[CH:30]=[CH:29][C:28]([CH2:31][CH2:32][CH2:33][N:4]2[C:5](=[O:16])[C:6]3[N:11]([CH3:12])[N:10]=[C:9]([CH2:13][CH2:14][CH3:15])[C:7]=3[N:8]=[C:3]2[CH2:1][CH3:2])=[CH:27][CH:26]=1)([CH3:22])[CH3:23])[CH3:18].